From a dataset of Full USPTO retrosynthesis dataset with 1.9M reactions from patents (1976-2016). Predict the reactants needed to synthesize the given product. Given the product [Cl:1][C:2]1[C:3]([C:18]2[CH:23]=[CH:22][CH:21]=[CH:20][CH:19]=2)=[C:4]2[N:10]([CH:11]([CH2:14][CH3:15])[CH2:12][CH3:13])[C:9]([OH:16])=[N:8][C:5]2=[N:6][CH:7]=1, predict the reactants needed to synthesize it. The reactants are: [Cl:1][C:2]1[C:3](I)=[C:4]2[N:10]([CH:11]([CH2:14][CH3:15])[CH2:12][CH3:13])[C:9]([OH:16])=[N:8][C:5]2=[N:6][CH:7]=1.[C:18]1(B(O)O)[CH:23]=[CH:22][CH:21]=[CH:20][CH:19]=1.O1CCOCC1.C([O-])([O-])=O.[K+].[K+].